This data is from Peptide-MHC class II binding affinity with 134,281 pairs from IEDB. The task is: Regression. Given a peptide amino acid sequence and an MHC pseudo amino acid sequence, predict their binding affinity value. This is MHC class II binding data. The binding affinity (normalized) is 0.535. The MHC is DRB1_0701 with pseudo-sequence DRB1_0701. The peptide sequence is IQARAAALAFEQAYA.